Dataset: Full USPTO retrosynthesis dataset with 1.9M reactions from patents (1976-2016). Task: Predict the reactants needed to synthesize the given product. (1) Given the product [CH2:23]([O:2][C:1](=[O:4])[C:8]1[CH:13]=[CH:12][C:11]([C:14]([F:17])([F:16])[F:15])=[CH:10][CH:9]=1)[CH2:18][CH2:19][CH3:20], predict the reactants needed to synthesize it. The reactants are: [C:1](=[O:4])([O-])[O-:2].[Na+].[Na+].Br[C:8]1[CH:13]=[CH:12][C:11]([C:14]([F:17])([F:16])[F:15])=[CH:10][CH:9]=1.[C:18]12(P[C:18]34CC(C[CH2:23]3)[CH2:20][CH2:19]4)CC(C[CH2:23]1)[CH2:20][CH2:19]2. (2) Given the product [Br:1][C:2]1[CH:3]=[C:4]([CH:5]2[O:13][CH2:12][CH2:11][CH2:10][O:6]2)[CH:7]=[CH:8][CH:9]=1, predict the reactants needed to synthesize it. The reactants are: [Br:1][C:2]1[CH:3]=[C:4]([CH:7]=[CH:8][CH:9]=1)[CH:5]=[O:6].[CH2:10](O)[CH2:11][CH2:12][OH:13].O. (3) Given the product [NH2:19][C:14]1[CH:15]=[N:16][C:17]2[C:12]([C:13]=1[NH:22][CH2:23][CH2:24][CH2:25][CH2:26][NH:27][C:28](=[O:34])[O:29][C:30]([CH3:33])([CH3:32])[CH3:31])=[CH:11][CH:10]=[C:9]([O:8][CH2:1][C:2]1[CH:3]=[CH:4][CH:5]=[CH:6][CH:7]=1)[CH:18]=2, predict the reactants needed to synthesize it. The reactants are: [CH2:1]([O:8][C:9]1[CH:18]=[C:17]2[C:12]([C:13]([NH:22][CH2:23][CH2:24][CH2:25][CH2:26][NH:27][C:28](=[O:34])[O:29][C:30]([CH3:33])([CH3:32])[CH3:31])=[C:14]([N+:19]([O-])=O)[CH:15]=[N:16]2)=[CH:11][CH:10]=1)[C:2]1[CH:7]=[CH:6][CH:5]=[CH:4][CH:3]=1.[H][H]. (4) Given the product [F:13][C:14]1[CH:15]=[C:16]([N:17]2[CH2:6][CH2:7][CH:5]([C:8]([OH:9])=[O:10])[C:4]2=[O:11])[CH:18]=[CH:19][CH:20]=1, predict the reactants needed to synthesize it. The reactants are: CC1(C)[O:9][C:8](=[O:10])[C:5]2([CH2:7][CH2:6]2)[C:4](=[O:11])O1.[F:13][C:14]1[CH:15]=[C:16]([CH:18]=[CH:19][CH:20]=1)[NH2:17]. (5) Given the product [N:3]1([CH2:1][OH:2])[C:7]2[CH:8]=[CH:9][CH:10]=[CH:11][C:6]=2[N:5]=[CH:4]1, predict the reactants needed to synthesize it. The reactants are: [CH2:1]=[O:2].[NH:3]1[C:7]2[CH:8]=[CH:9][CH:10]=[CH:11][C:6]=2[N:5]=[CH:4]1.